This data is from Catalyst prediction with 721,799 reactions and 888 catalyst types from USPTO. The task is: Predict which catalyst facilitates the given reaction. (1) Reactant: [F:1][CH:2]([F:5])[CH2:3][NH2:4].[F:6][C:7]([F:33])([F:32])[C@H:8]1[CH2:13][CH2:12][C@H:11]([NH:14][C:15](=[O:31])[C:16]2[CH:21]=[C:20]([N+:22]([O-:24])=[O:23])[C:19](Cl)=[N:18][C:17]=2[O:26][CH2:27][CH:28]([F:30])[F:29])[CH2:10][CH2:9]1.C1COCC1. Product: [F:32][C:7]([F:6])([F:33])[C@H:8]1[CH2:9][CH2:10][C@H:11]([NH:14][C:15](=[O:31])[C:16]2[CH:21]=[C:20]([N+:22]([O-:24])=[O:23])[C:19]([NH:4][CH2:3][CH:2]([F:5])[F:1])=[N:18][C:17]=2[O:26][CH2:27][CH:28]([F:30])[F:29])[CH2:12][CH2:13]1. The catalyst class is: 5. (2) Reactant: [CH2:1]([N:3]([CH2:13][CH3:14])[C:4]1[CH:12]=[CH:11][C:7]([CH2:8][CH2:9][OH:10])=[CH:6][CH:5]=1)[CH3:2].C(N(CC)CC)C.[O:22]1C[CH2:25][CH2:24][CH2:23]1.C([O-])(=O)C=C.[Cl-]. Product: [C:23]([O:10][CH2:9][CH2:8][C:7]1[CH:11]=[CH:12][C:4]([N:3]([CH2:1][CH3:2])[CH2:13][CH3:14])=[CH:5][CH:6]=1)(=[O:22])[CH:24]=[CH2:25]. The catalyst class is: 93. (3) Reactant: [CH-:1]1[CH:5]=[CH:4][CH:3]=[CH:2]1.[Na+].[CH2:7]([Si:11]([CH2:14][CH2:15][CH2:16][CH3:17])(Cl)[Cl:12])[CH2:8][CH2:9][CH3:10]. Product: [CH2:7]([Si:11]([CH2:14][CH2:15][CH2:16][CH3:17])([Cl:12])[CH:1]1[CH:5]=[CH:4][CH:3]=[CH:2]1)[CH2:8][CH2:9][CH3:10]. The catalyst class is: 1. (4) Product: [NH:11]([CH:10]=[C:7]([CH2:6][C:5]1[CH:17]=[CH:18][C:19]([O:20][CH2:21][C:22]2[CH:23]=[CH:24][C:25]([O:28][CH3:29])=[CH:26][CH:27]=2)=[C:3]([O:2][CH3:1])[CH:4]=1)[C:8]#[N:9])[C:16]1[CH:34]=[CH:33][CH:32]=[CH:37][CH:15]=1. The catalyst class is: 32. Reactant: [CH3:1][O:2][C:3]1[CH:4]=[C:5]([CH:17]=[CH:18][C:19]=1[O:20][CH2:21][C:22]1[CH:27]=[CH:26][C:25]([O:28][CH3:29])=[CH:24][CH:23]=1)[CH2:6][C:7](=[CH:10][N:11]1[CH2:16][CH2:15]OCC1)[C:8]#[N:9].Cl.N[C:32]1[CH:37]=CC=[CH:34][CH:33]=1.O. (5) Reactant: FC(F)(F)C(O)=O.[NH2:8][C@@H:9]1[CH2:13][CH2:12][N:11]([C:14]2[N:22]=[C:21]3[C:17]([N:18]=[CH:19][N:20]3[C@H:23]3[C@H:27]([OH:28])[C@H:26]([OH:29])[C@@H:25]([C:30]4[N:31]=[N:32][N:33]([CH2:35][CH3:36])[N:34]=4)[O:24]3)=[C:16]([NH:37][CH2:38][CH:39]([C:46]3[CH:51]=[CH:50][CH:49]=[CH:48][CH:47]=3)[C:40]3[CH:45]=[CH:44][CH:43]=[CH:42][CH:41]=3)[N:15]=2)[CH2:10]1.[CH3:52][O:53][C:54]1[C:55](=O)[C:56](=[O:60])[C:57]=1[O:58]C. Product: [C:40]1([CH:39]([C:46]2[CH:47]=[CH:48][CH:49]=[CH:50][CH:51]=2)[CH2:38][NH:37][C:16]2[N:15]=[C:14]([N:11]3[CH2:12][CH2:13][C@@H:9]([NH:8][C:55]4[C:56](=[O:60])[C:57](=[O:58])[C:54]=4[O:53][CH3:52])[CH2:10]3)[N:22]=[C:21]3[C:17]=2[N:18]=[CH:19][N:20]3[C@H:23]2[C@H:27]([OH:28])[C@H:26]([OH:29])[C@@H:25]([C:30]3[N:31]=[N:32][N:33]([CH2:35][CH3:36])[N:34]=3)[O:24]2)[CH:41]=[CH:42][CH:43]=[CH:44][CH:45]=1. The catalyst class is: 14.